From a dataset of Reaction yield outcomes from USPTO patents with 853,638 reactions. Predict the reaction yield, written as a fraction of the theoretical maximum amount of product (1.0 means a 100% yield; for example, 0.34 means a 34% yield). The reactants are Br[CH2:2][C:3]#[C:4][CH2:5][CH3:6].[O:7]=[CH:8][C:9]1[CH:17]=[CH:16][C:14]([OH:15])=[C:11]([O:12][CH3:13])[CH:10]=1.C(=O)([O-])[O-].[K+].[K+]. The catalyst is CC(C)=O. The product is [CH3:13][O:12][C:11]1[CH:10]=[C:9]([CH:17]=[CH:16][C:14]=1[O:15][CH2:2][C:3]#[C:4][CH2:5][CH3:6])[CH:8]=[O:7]. The yield is 0.840.